Dataset: Forward reaction prediction with 1.9M reactions from USPTO patents (1976-2016). Task: Predict the product of the given reaction. Given the reactants Cl[C:2]1[C:11]2=[N:12][N:13](CC3C=CC(OC)=CC=3)[C:14]([N+:15]([O-:17])=[O:16])=[C:10]2[C:9]2[CH:8]=[CH:7][CH:6]=[CH:5][C:4]=2[N:3]=1.[CH3:27][N:28]1[CH2:33][CH2:32][N:31]([C:34]2[CH:40]=[CH:39][C:37]([NH2:38])=[CH:36][CH:35]=2)[CH2:30][CH2:29]1.Cl, predict the reaction product. The product is: [CH3:27][N:28]1[CH2:29][CH2:30][N:31]([C:34]2[CH:40]=[CH:39][C:37]([NH:38][C:2]3[C:11]4=[N:12][NH:13][C:14]([N+:15]([O-:17])=[O:16])=[C:10]4[C:9]4[CH:8]=[CH:7][CH:6]=[CH:5][C:4]=4[N:3]=3)=[CH:36][CH:35]=2)[CH2:32][CH2:33]1.